Task: Regression. Given a peptide amino acid sequence and an MHC pseudo amino acid sequence, predict their binding affinity value. This is MHC class I binding data.. Dataset: Peptide-MHC class I binding affinity with 185,985 pairs from IEDB/IMGT The peptide sequence is TAAQAAVVRF. The MHC is HLA-A02:03 with pseudo-sequence HLA-A02:03. The binding affinity (normalized) is 0.